Dataset: Reaction yield outcomes from USPTO patents with 853,638 reactions. Task: Predict the reaction yield, written as a fraction of the theoretical maximum amount of product (1.0 means a 100% yield; for example, 0.34 means a 34% yield). (1) The reactants are Br[C:2]1[CH:7]=[CH:6][C:5]([CH2:8][N:9]2[C@@H:14]([CH3:15])[CH2:13][CH2:12][CH:11]([C:16]3[CH:21]=[CH:20][CH:19]=[CH:18][CH:17]=3)[S:10]2(=[O:23])=[O:22])=[C:4]([F:24])[CH:3]=1.Cl.[N:26]1[N:27]=[CH:28][N:29]([CH:31]2[CH2:36][CH2:35][NH:34][CH2:33][CH2:32]2)[CH:30]=1.CN(C)CC(O)=O.C([O-])(=O)CC([O-])=O.C([P+](CCCC)(CCCC)CCCC)CCC.C([P+](CCCC)(CCCC)CCCC)CCC. No catalyst specified. The product is [F:24][C:4]1[CH:3]=[C:2]([N:34]2[CH2:33][CH2:32][CH:31]([N:29]3[CH:30]=[N:26][N:27]=[CH:28]3)[CH2:36][CH2:35]2)[CH:7]=[CH:6][C:5]=1[CH2:8][N:9]1[C@@H:14]([CH3:15])[CH2:13][CH2:12][CH:11]([C:16]2[CH:21]=[CH:20][CH:19]=[CH:18][CH:17]=2)[S:10]1(=[O:23])=[O:22]. The yield is 0.370. (2) The yield is 0.280. The catalyst is CO. The product is [CH3:3][C:4]1[N:5]([C:10]2[N:14]([C:15]3[CH:20]=[CH:19][C:18]([OH:21])=[CH:17][C:16]=3[F:22])[N:13]=[C:12]([CH3:23])[C:11]=2[C:24](=[N:1][OH:2])[NH2:25])[C:6]([CH3:9])=[CH:7][CH:8]=1. The reactants are [NH2:1][OH:2].[CH3:3][C:4]1[N:5]([C:10]2[N:14]([C:15]3[CH:20]=[CH:19][C:18]([OH:21])=[CH:17][C:16]=3[F:22])[N:13]=[C:12]([CH3:23])[C:11]=2[C:24]#[N:25])[C:6]([CH3:9])=[CH:7][CH:8]=1. (3) The yield is 0.750. The catalyst is C1C=CC=CC=1. The reactants are [C:1]([O:4][CH2:5][C:6]1([CH2:18][CH2:19][CH:20]([CH3:22])[CH3:21])[C:15]2[C:10](=[CH:11][CH:12]=[CH:13][CH:14]=2)[CH2:9][CH:8]=[C:7]1[O:16][CH3:17])(=[O:3])[CH3:2].[Cr](O[Cr]([O-])(=O)=O)([O-])(=O)=[O:24].[NH+]1C=CC=CC=1.[NH+]1C=CC=CC=1.C(OOC(C)(C)C)(C)(C)C.O. The product is [C:1]([O:4][CH2:5][C:6]1([CH2:18][CH2:19][CH:20]([CH3:22])[CH3:21])[C:15]2[C:10](=[CH:11][CH:12]=[CH:13][CH:14]=2)[C:9](=[O:24])[CH:8]=[C:7]1[O:16][CH3:17])(=[O:3])[CH3:2]. (4) The reactants are Br[Zn][CH2:3][C:4]([O:6][CH2:7][CH3:8])=[O:5].[C:9]1(=[O:16])[CH:14]=[CH:13][C:12](=[O:15])[CH:11]=[CH:10]1.Cl.C(OCC)(=O)C. The catalyst is C1COCC1. The product is [OH:16][C:9]1([CH2:3][C:4]([O:6][CH2:7][CH3:8])=[O:5])[CH:14]=[CH:13][C:12](=[O:15])[CH:11]=[CH:10]1. The yield is 0.700. (5) The reactants are [C:1]([C:5]1[CH:10]=[CH:9][C:8]([N:11]2[CH:15]([C:16]3[CH:21]=[CH:20][C:19](Cl)=[C:18]([N+:23]([O-:25])=[O:24])[CH:17]=3)[CH2:14][CH2:13][CH:12]2[C:26]2[CH:31]=[CH:30][C:29](Cl)=[C:28]([N+:33]([O-:35])=[O:34])[CH:27]=2)=[CH:7][CH:6]=1)([CH3:4])([CH3:3])[CH3:2].[CH3:36][O:37][C:38]1[CH:45]=[CH:44][C:41]([CH2:42][NH2:43])=[CH:40][CH:39]=1. The catalyst is ClCCl. The product is [C:1]([C:5]1[CH:10]=[CH:9][C:8]([N:11]2[CH:15]([C:16]3[CH:21]=[CH:20][C:19]([NH:43][CH2:42][C:41]4[CH:44]=[CH:45][C:38]([O:37][CH3:36])=[CH:39][CH:40]=4)=[C:18]([N+:23]([O-:25])=[O:24])[CH:17]=3)[CH2:14][CH2:13][CH:12]2[C:26]2[CH:31]=[CH:30][C:29]([NH:43][CH2:42][C:41]3[CH:44]=[CH:45][C:38]([O:37][CH3:36])=[CH:39][CH:40]=3)=[C:28]([N+:33]([O-:35])=[O:34])[CH:27]=2)=[CH:7][CH:6]=1)([CH3:4])([CH3:3])[CH3:2]. The yield is 0.670. (6) The reactants are C(OC(=O)[NH:7][C@H:8]([CH2:36][C:37]1[CH:42]=[C:41]([F:43])[C:40]([F:44])=[CH:39][C:38]=1[F:45])[CH2:9][C:10]([N:12]1[CH2:17][CH2:16][N:15]2[C:18]([C:32]([F:35])([F:34])[F:33])=[N:19][C:20]([C:21]([N:23]3[CH2:28][CH2:27][CH:26]([C:29](=[O:31])[NH2:30])[CH2:25][CH2:24]3)=[O:22])=[C:14]2[CH2:13]1)=[O:11])(C)(C)C.[ClH:47]. The catalyst is C(OCC)(=O)C. The product is [ClH:47].[NH2:7][C@H:8]([CH2:36][C:37]1[CH:42]=[C:41]([F:43])[C:40]([F:44])=[CH:39][C:38]=1[F:45])[CH2:9][C:10]([N:12]1[CH2:17][CH2:16][N:15]2[C:18]([C:32]([F:35])([F:34])[F:33])=[N:19][C:20]([C:21]([N:23]3[CH2:28][CH2:27][CH:26]([C:29]([NH2:30])=[O:31])[CH2:25][CH2:24]3)=[O:22])=[C:14]2[CH2:13]1)=[O:11]. The yield is 0.740. (7) The reactants are C(OC([N:8]1[CH2:13][CH2:12][CH:11]([S:14]([CH2:17][C:18]2[CH:23]=[CH:22][CH:21]=[CH:20][C:19]=2[F:24])(=[O:16])=[O:15])[CH2:10][CH2:9]1)=O)(C)(C)C.[ClH:25].C(OCC)(=O)C. The catalyst is C(OCC)(=O)C. The product is [ClH:25].[F:24][C:19]1[CH:20]=[CH:21][CH:22]=[CH:23][C:18]=1[CH2:17][S:14]([CH:11]1[CH2:10][CH2:9][NH:8][CH2:13][CH2:12]1)(=[O:15])=[O:16]. The yield is 0.910.